Dataset: Full USPTO retrosynthesis dataset with 1.9M reactions from patents (1976-2016). Task: Predict the reactants needed to synthesize the given product. Given the product [Cl:19][C:14]1[CH:15]=[CH:16][CH:17]=[CH:18][C:13]=1[C:11]1[C:10]([C:20]2[N:24]=[CH:23][NH:22][N:21]=2)=[N:9][N:8]([C:6]2[CH:5]=[CH:4][N:3]=[C:2]([NH:28][C:25](=[O:27])[CH3:26])[CH:7]=2)[CH:12]=1, predict the reactants needed to synthesize it. The reactants are: Cl[C:2]1[CH:7]=[C:6]([N:8]2[CH:12]=[C:11]([C:13]3[CH:18]=[CH:17][CH:16]=[CH:15][C:14]=3[Cl:19])[C:10]([C:20]3[N:24]=[CH:23][NH:22][N:21]=3)=[N:9]2)[CH:5]=[CH:4][N:3]=1.[C:25]([NH2:28])(=[O:27])[CH3:26].CC1(C)C2C(=C(P(C3C=CC=CC=3)C3C=CC=CC=3)C=CC=2)OC2C(P(C3C=CC=CC=3)C3C=CC=CC=3)=CC=CC1=2.C(=O)([O-])[O-].[Cs+].[Cs+].